The task is: Predict the reactants needed to synthesize the given product.. This data is from Full USPTO retrosynthesis dataset with 1.9M reactions from patents (1976-2016). (1) Given the product [CH:1]1([C@@H:7]([NH:11][C:12](=[O:48])[CH2:13][NH:14][C:15](=[O:47])[CH2:16][O:17][C:18]2[CH:19]=[CH:20][C:21]([C@@H:24]3[C@@H:27]([S:28][CH2:29][CH:30]([C:32]4[CH:33]=[CH:34][C:35]([F:38])=[CH:36][CH:37]=4)[OH:31])[C:26](=[O:39])[N:25]3[C:40]3[CH:41]=[CH:42][C:43]([F:46])=[CH:44][CH:45]=3)=[CH:22][CH:23]=2)[C:8]([OH:10])=[O:9])[CH2:6][CH2:5][CH2:4][CH2:3][CH2:2]1, predict the reactants needed to synthesize it. The reactants are: [CH:1]1([C@@H:7]([NH:11][C:12](=[O:48])[CH2:13][NH:14][C:15](=[O:47])[CH2:16][O:17][C:18]2[CH:23]=[CH:22][C:21]([C@@H:24]3[C@@H:27]([S:28][CH2:29][C:30]([C:32]4[CH:37]=[CH:36][C:35]([F:38])=[CH:34][CH:33]=4)=[O:31])[C:26](=[O:39])[N:25]3[C:40]3[CH:45]=[CH:44][C:43]([F:46])=[CH:42][CH:41]=3)=[CH:20][CH:19]=2)[C:8]([OH:10])=[O:9])[CH2:6][CH2:5][CH2:4][CH2:3][CH2:2]1.[BH4-].[Na+]. (2) Given the product [N:45]1([CH2:44][CH2:43][CH2:42][O:41][C:38]2[CH:39]=[CH:40][C:25]3[N:24]=[C:23]([C:21]4[C:20]5[S:19][C:18]6[CH:51]=[CH:52][CH:53]=[CH:54][C:17]=6[C:16]=5[NH:15][N:14]=4)[NH:27][C:26]=3[CH:37]=2)[CH2:50][CH2:49][CH2:48][CH2:47][CH2:46]1, predict the reactants needed to synthesize it. The reactants are: C(=[N:14][NH:15][C:16]1[C:17]2[CH:54]=[CH:53][CH:52]=[CH:51][C:18]=2[S:19][C:20]=1[C:21]([C:23]1[N:27](COCC2C=CC=CC=2)[C:26]2[CH:37]=[C:38]([O:41][CH2:42][CH2:43][CH2:44][N:45]3[CH2:50][CH2:49][CH2:48][CH2:47][CH2:46]3)[CH:39]=[CH:40][C:25]=2[N:24]=1)=O)(C1C=CC=CC=1)C1C=CC=CC=1.Br. (3) Given the product [OH:28][CH2:29][C:7]1[CH:6]=[C:5]([C:8]2[N:13]=[C:12]([N:14]3[CH2:15][CH2:16][O:17][CH2:18][CH2:19]3)[C:11]3=[CH:20][C:21]([C:23]([N:25]([CH3:26])[CH3:27])=[O:24])=[CH:22][N:10]3[N:9]=2)[CH:4]=[CH:3][CH:2]=1, predict the reactants needed to synthesize it. The reactants are: N[C:2]1[CH:7]=[CH:6][C:5]([C:8]2[N:13]=[C:12]([N:14]3[CH2:19][CH2:18][O:17][CH2:16][CH2:15]3)[C:11]3=[CH:20][C:21]([C:23]([N:25]([CH3:27])[CH3:26])=[O:24])=[CH:22][N:10]3[N:9]=2)=[CH:4][CH:3]=1.[OH:28][CH2:29]C1C=C(C2N=C(N3CCOCC3)C3=CC(C(O)=O)=CN3N=2)C=CC=1. (4) Given the product [C:1]([O:9][CH:10]1[CH2:15][CH2:16][NH:11][CH2:12][CH2:13]1)(=[O:8])[C:2]1[CH:7]=[CH:6][CH:5]=[CH:4][CH:3]=1, predict the reactants needed to synthesize it. The reactants are: [C:1]([O:9][CH3:10])(=[O:8])[C:2]1[CH:7]=[CH:6][CH:5]=[CH:4][CH:3]=1.[NH:11]1[CH2:16][CH2:15]C(O)[CH2:13][CH2:12]1.C(OC(C)C)(C)C.O1CCOCC1. (5) The reactants are: [CH3:1][C:2]1[CH:7]=[CH:6][C:5]([CH3:8])=[CH:4][C:3]=1[OH:9].[CH3:10][CH:11]([CH2:15][CH2:16][CH2:17][CH:18]([CH3:20])[CH3:19])[CH2:12][CH2:13]Br.[OH-].[Na+].C1(C)C=CC=CC=1. Given the product [CH3:10][CH:11]([CH2:15][CH2:16][CH2:17][CH:18]([CH3:20])[CH3:19])[CH2:12][CH2:13][O:9][C:3]1[CH:4]=[C:5]([CH3:8])[CH:6]=[CH:7][C:2]=1[CH3:1], predict the reactants needed to synthesize it. (6) Given the product [CH2:13]([O:8][C:6](=[O:7])[CH:5]([CH:19]([CH3:21])[CH3:20])[C:4](=[O:56])[CH2:3][CH2:11][CH:10]1[CH2:9][CH2:12]1)[CH3:14], predict the reactants needed to synthesize it. The reactants are: C([C:3]1[CH:4]=[C:5]([CH:9]=[C:10]([CH3:12])[CH:11]=1)[C:6]([OH:8])=[O:7])#N.[C:13](Cl)(=O)[C:14](Cl)=O.[CH:19]1(CC2C(C)=NC(OC)=C(C(C)C)C=2C(C2C=C(C=C(C)C=2)C#N)=O)[CH2:21][CH2:20]1.BrC1C(C(C)C)=C([O:56]C)N=C(C)C=1CC1CC1.C([Li])CCC.[Cu]C#N.[Cl-].[Li+].C(C1C=C(C=C(C)C=1)C(Cl)=O)#N. (7) Given the product [CH2:19]([N:4]([CH2:1][CH2:2][CH3:3])[CH2:5][CH2:6][CH2:7][CH2:8][N:9]([CH2:10][C:11]1[CH:12]=[CH:13][C:14]([C:15]#[N:16])=[CH:17][CH:18]=1)[CH3:24])[CH2:20][CH3:21], predict the reactants needed to synthesize it. The reactants are: [CH2:1]([N:4]([CH2:19][CH2:20][CH3:21])[CH2:5][CH2:6][CH2:7][CH2:8][NH:9][CH2:10][C:11]1[CH:18]=[CH:17][C:14]([C:15]#[N:16])=[CH:13][CH:12]=1)[CH2:2][CH3:3].C=O.[CH:24](O)=O.[OH-].[Na+]. (8) Given the product [CH:14]1([C:12]([C:6]2[CH:7]=[N:8][C:9]3[C:4]([C:5]=2[NH:17][C:18]2[CH:19]=[N:20][N:21]([CH:23]4[CH2:28][CH2:27][CH2:26][N:25]([CH3:29])[CH2:24]4)[CH:22]=2)=[CH:3][C:2]([C:35]2[CH:36]=[C:31]([Cl:30])[C:32]([OH:47])=[C:33]([Cl:46])[CH:34]=2)=[CH:11][CH:10]=3)=[O:13])[CH2:15][CH2:16]1, predict the reactants needed to synthesize it. The reactants are: Br[C:2]1[CH:3]=[C:4]2[C:9](=[CH:10][CH:11]=1)[N:8]=[CH:7][C:6]([C:12]([CH:14]1[CH2:16][CH2:15]1)=[O:13])=[C:5]2[NH:17][C:18]1[CH:19]=[N:20][N:21]([CH:23]2[CH2:28][CH2:27][CH2:26][N:25]([CH3:29])[CH2:24]2)[CH:22]=1.[Cl:30][C:31]1[CH:36]=[C:35](B2OC(C)(C)C(C)(C)O2)[CH:34]=[C:33]([Cl:46])[C:32]=1[OH:47].